This data is from Peptide-MHC class I binding affinity with 185,985 pairs from IEDB/IMGT. The task is: Regression. Given a peptide amino acid sequence and an MHC pseudo amino acid sequence, predict their binding affinity value. This is MHC class I binding data. (1) The peptide sequence is KAGQYVTIW. The MHC is HLA-A02:06 with pseudo-sequence HLA-A02:06. The binding affinity (normalized) is 0.0106. (2) The peptide sequence is EMRELRRQV. The MHC is HLA-A02:02 with pseudo-sequence HLA-A02:02. The binding affinity (normalized) is 0.247.